This data is from Forward reaction prediction with 1.9M reactions from USPTO patents (1976-2016). The task is: Predict the product of the given reaction. (1) The product is: [Br:1][C:2]1[CH:3]=[C:4]([N:8]2[CH:13]=[C:12]([O:14][CH2:32][C:29]3[CH:30]=[CH:31][C:26]([O:25][CH3:24])=[CH:27][CH:28]=3)[C:11](=[O:15])[CH:10]=[C:9]2[CH2:16][OH:17])[CH:5]=[CH:6][CH:7]=1. Given the reactants [Br:1][C:2]1[CH:3]=[C:4]([N:8]2[CH:13]=[C:12]([OH:14])[C:11](=[O:15])[CH:10]=[C:9]2[CH2:16][OH:17])[CH:5]=[CH:6][CH:7]=1.C([O-])([O-])=O.[K+].[K+].[CH3:24][O:25][C:26]1[CH:31]=[CH:30][C:29]([CH2:32]Cl)=[CH:28][CH:27]=1.O, predict the reaction product. (2) The product is: [CH3:1][C:2]1[CH:7]=[C:6]([CH3:8])[NH:5][C:4](=[O:9])[C:3]=1[CH2:10][NH:11][C:12]([C:14]1[CH:15]=[C:16]([C:30]2[CH:35]=[CH:34][C:33]([CH2:36][N:37]3[CH2:38][CH2:39][O:40][CH2:41][CH2:42]3)=[CH:32][CH:31]=2)[CH:17]=[C:18]([N:21]([CH2:28][CH3:29])[CH:22]2[CH2:23][CH2:24][N:25]([S:50]([CH3:53])(=[O:52])=[O:51])[CH2:26][CH2:27]2)[C:19]=1[CH3:20])=[O:13]. Given the reactants [CH3:1][C:2]1[CH:7]=[C:6]([CH3:8])[NH:5][C:4](=[O:9])[C:3]=1[CH2:10][NH:11][C:12]([C:14]1[CH:15]=[C:16]([C:30]2[CH:35]=[CH:34][C:33]([CH2:36][N:37]3[CH2:42][CH2:41][O:40][CH2:39][CH2:38]3)=[CH:32][CH:31]=2)[CH:17]=[C:18]([N:21]([CH2:28][CH3:29])[CH:22]2[CH2:27][CH2:26][NH:25][CH2:24][CH2:23]2)[C:19]=1[CH3:20])=[O:13].C(N(CC)CC)C.[S:50](Cl)([CH3:53])(=[O:52])=[O:51].[OH-].[Na+], predict the reaction product. (3) Given the reactants [Cl:1][C:2]1[CH:7]=[CH:6][C:5](I)=[C:4]([O:9][CH3:10])[CH:3]=1.O.[CH3:12][N:13](C=O)C, predict the reaction product. The product is: [Cl:1][C:2]1[CH:7]=[CH:6][C:5]([C:12]#[N:13])=[C:4]([O:9][CH3:10])[CH:3]=1. (4) Given the reactants [Cl:1][C:2]1[C:11]2[C:6](=[CH:7][C:8]([S:12]([O:15]C3C(F)=C(F)C(F)=C(F)C=3F)(=[O:14])=O)=[CH:9][CH:10]=2)[CH:5]=[CH:4][N:3]=1.[O:27]1[CH:31]=[CH:30][C:29]([NH2:32])=[N:28]1.C[Si]([N-][Si](C)(C)C)(C)C.[Li+], predict the reaction product. The product is: [Cl:1][C:2]1[C:11]2[C:6](=[CH:7][C:8]([S:12]([NH:32][C:29]3[CH:30]=[CH:31][O:27][N:28]=3)(=[O:14])=[O:15])=[CH:9][CH:10]=2)[CH:5]=[CH:4][N:3]=1. (5) Given the reactants [CH:1]([NH:14][C:15]1[CH:20]=[CH:19][C:18]([Cl:21])=[CH:17][C:16]=1[C:22]#[C:23][CH2:24][CH2:25][NH:26][S:27]([CH2:30][C:31]1[CH:36]=[CH:35][C:34]([Cl:37])=[C:33]([Cl:38])[CH:32]=1)(=[O:29])=[O:28])([C:8]1[CH:13]=[CH:12][CH:11]=[CH:10][CH:9]=1)[C:2]1[CH:7]=[CH:6][CH:5]=[CH:4][CH:3]=1, predict the reaction product. The product is: [CH:1]([N:14]1[C:15]2[C:16](=[CH:17][C:18]([Cl:21])=[CH:19][CH:20]=2)[CH:22]=[C:23]1[CH2:24][CH2:25][NH:26][S:27]([CH2:30][C:31]1[CH:36]=[CH:35][C:34]([Cl:37])=[C:33]([Cl:38])[CH:32]=1)(=[O:29])=[O:28])([C:2]1[CH:3]=[CH:4][CH:5]=[CH:6][CH:7]=1)[C:8]1[CH:13]=[CH:12][CH:11]=[CH:10][CH:9]=1. (6) The product is: [ClH:1].[S:3]1[C:7]2[CH:8]=[CH:9][C:10]([CH2:12][NH:13][CH:14]3[CH2:15][CH2:16][N:17]([CH2:20][C@H:21]4[N:31]5[C:32]6[N:23]([C:24](=[O:34])[CH:25]=[CH:26][C:27]=6[CH:28]=[CH:29][C:30]5=[O:33])[CH2:22]4)[CH2:18][CH2:19]3)=[CH:11][C:6]=2[N:5]=[N:4]1. Given the reactants [ClH:1].Cl.[S:3]1[C:7]2[CH:8]=[CH:9][C:10]([CH2:12][NH:13][CH:14]3[CH2:19][CH2:18][N:17]([CH2:20][C@H:21]4[N:31]5[C:32]6[N:23]([C:24](=[O:34])[CH:25]=[CH:26][C:27]=6[CH:28]=[CH:29][C:30]5=[O:33])[CH2:22]4)[CH2:16][CH2:15]3)=[CH:11][C:6]=2[N:5]=[N:4]1.C(N(CC)CC)C.S1C2C=CC(C=O)=CC=2N=N1.C(O[BH-](OC(=O)C)OC(=O)C)(=O)C.[Na+].C([O-])(O)=O.[Na+], predict the reaction product. (7) Given the reactants [C:1]([C:3]1[C:4]([N:22]2[CH2:27][CH2:26][CH:25]([C:28](O)=[O:29])[CH2:24][CH2:23]2)=[N:5][C:6]([CH2:15][N:16]2[CH2:20][CH2:19][CH2:18][C:17]2=[O:21])=[C:7]([C:9](=[O:14])[CH2:10][CH2:11][CH:12]=[CH2:13])[CH:8]=1)#[N:2].[F:31][C:32]1[CH:37]=[CH:36][C:35]([N:38]([CH3:43])[S:39]([NH2:42])(=[O:41])=[O:40])=[CH:34][CH:33]=1, predict the reaction product. The product is: [C:1]([C:3]1[C:4]([N:22]2[CH2:23][CH2:24][CH:25]([C:28]([NH:42][S:39]([N:38]([C:35]3[CH:36]=[CH:37][C:32]([F:31])=[CH:33][CH:34]=3)[CH3:43])(=[O:40])=[O:41])=[O:29])[CH2:26][CH2:27]2)=[N:5][C:6]([CH2:15][N:16]2[CH2:20][CH2:19][CH2:18][C:17]2=[O:21])=[C:7]([C:9](=[O:14])[CH2:10][CH2:11][CH:12]=[CH2:13])[CH:8]=1)#[N:2]. (8) Given the reactants C[O:2][C:3]1[CH:8]=[CH:7][C:6]([C:9]([CH3:15])([CH3:14])[C:10]([O:12]C)=[O:11])=[CH:5][CH:4]=1.B(Br)(Br)Br.O, predict the reaction product. The product is: [OH:2][C:3]1[CH:4]=[CH:5][C:6]([C:9]([CH3:15])([CH3:14])[C:10]([OH:12])=[O:11])=[CH:7][CH:8]=1.